From a dataset of NCI-60 drug combinations with 297,098 pairs across 59 cell lines. Regression. Given two drug SMILES strings and cell line genomic features, predict the synergy score measuring deviation from expected non-interaction effect. (1) Drug 1: COC1=C(C=C2C(=C1)N=CN=C2NC3=CC(=C(C=C3)F)Cl)OCCCN4CCOCC4. Drug 2: CC(C)(C#N)C1=CC(=CC(=C1)CN2C=NC=N2)C(C)(C)C#N. Cell line: NCI/ADR-RES. Synergy scores: CSS=19.8, Synergy_ZIP=-7.32, Synergy_Bliss=-3.19, Synergy_Loewe=-0.460, Synergy_HSA=-0.326. (2) Drug 1: C1=CN(C(=O)N=C1N)C2C(C(C(O2)CO)O)O.Cl. Drug 2: CC(C)CN1C=NC2=C1C3=CC=CC=C3N=C2N. Cell line: K-562. Synergy scores: CSS=42.8, Synergy_ZIP=3.24, Synergy_Bliss=3.43, Synergy_Loewe=4.42, Synergy_HSA=6.01. (3) Drug 1: C1CCC(CC1)NC(=O)N(CCCl)N=O. Drug 2: CCN(CC)CCCC(C)NC1=C2C=C(C=CC2=NC3=C1C=CC(=C3)Cl)OC. Cell line: NCI/ADR-RES. Synergy scores: CSS=36.9, Synergy_ZIP=-5.81, Synergy_Bliss=0.708, Synergy_Loewe=-8.21, Synergy_HSA=1.57. (4) Drug 1: C1CC(C1)(C(=O)O)C(=O)O.[NH2-].[NH2-].[Pt+2]. Drug 2: CS(=O)(=O)CCNCC1=CC=C(O1)C2=CC3=C(C=C2)N=CN=C3NC4=CC(=C(C=C4)OCC5=CC(=CC=C5)F)Cl. Cell line: NCIH23. Synergy scores: CSS=48.4, Synergy_ZIP=1.15, Synergy_Bliss=1.62, Synergy_Loewe=2.93, Synergy_HSA=4.61.